Regression. Given a peptide amino acid sequence and an MHC pseudo amino acid sequence, predict their binding affinity value. This is MHC class I binding data. From a dataset of Peptide-MHC class I binding affinity with 185,985 pairs from IEDB/IMGT. (1) The peptide sequence is AGLVSFNFL. The MHC is H-2-Kb with pseudo-sequence H-2-Kb. The binding affinity (normalized) is 0.532. (2) The peptide sequence is ALTALNDMGK. The MHC is HLA-A03:01 with pseudo-sequence HLA-A03:01. The binding affinity (normalized) is 0.337.